This data is from CYP2C9 inhibition data for predicting drug metabolism from PubChem BioAssay. The task is: Regression/Classification. Given a drug SMILES string, predict its absorption, distribution, metabolism, or excretion properties. Task type varies by dataset: regression for continuous measurements (e.g., permeability, clearance, half-life) or binary classification for categorical outcomes (e.g., BBB penetration, CYP inhibition). Dataset: cyp2c9_veith. (1) The molecule is CN1CCCN(C)C1c1cc([N+](=O)[O-])ccc1O. The result is 0 (non-inhibitor). (2) The molecule is N=C(N)SCCON1C(=O)c2ccccc2C1=O. The result is 0 (non-inhibitor). (3) The molecule is CC12CN3CC(C)(CN(C1)C31CCSCC1)C2=O. The result is 0 (non-inhibitor). (4) The molecule is COc1ccc2[nH]cc(CCNc3nc(-c4ccccc4OC)nc4ccccc34)c2c1. The result is 0 (non-inhibitor). (5) The compound is C[C@H](CN(C)C)C(=O)c1ccccc1C(=O)O. The result is 0 (non-inhibitor). (6) The drug is CCCC[C@@H]1C[C@H]1C(NC(=O)c1cccnc1)c1ccc(-c2ccccc2)cc1. The result is 1 (inhibitor).